This data is from HIV replication inhibition screening data with 41,000+ compounds from the AIDS Antiviral Screen. The task is: Binary Classification. Given a drug SMILES string, predict its activity (active/inactive) in a high-throughput screening assay against a specified biological target. (1) The drug is CSc1n[n+](C)c2cc(C)c3ccccc3n12. The result is 0 (inactive). (2) The result is 0 (inactive). The compound is Nc1nnc2c(-c3ccccc3)n[nH]c2n1.